This data is from Reaction yield outcomes from USPTO patents with 853,638 reactions. The task is: Predict the reaction yield, written as a fraction of the theoretical maximum amount of product (1.0 means a 100% yield; for example, 0.34 means a 34% yield). (1) The reactants are [F-].C([N+](CCCC)(CCCC)CCCC)CCC.CC([Si](C)(C)[O:24][CH2:25][CH2:26][C:27]1[O:28][C:29]([CH2:32][CH2:33][O:34][CH2:35][C:36]2[CH:41]=[CH:40][CH:39]=[CH:38][CH:37]=2)=[CH:30][CH:31]=1)(C)C. The catalyst is C1COCC1. The product is [OH:24][CH2:25][CH2:26][C:27]1[O:28][C:29]([CH2:32][CH2:33][O:34][CH2:35][C:36]2[CH:41]=[CH:40][CH:39]=[CH:38][CH:37]=2)=[CH:30][CH:31]=1. The yield is 0.996. (2) The reactants are [CH2:1]([O:8][N:9]1[C:15](=[O:16])[N:14]2[CH2:17][C@H:10]1[CH2:11][CH2:12][C@H:13]2[C:18]([O:20][C:21]([CH3:24])([CH3:23])[CH3:22])=[O:19])[C:2]1C=CC=C[CH:3]=1.C(=O)([O-])[O-].[K+].[K+].C(Br)C=C. The catalyst is C(O)C.C(#N)C.[C].[Pd]. The product is [CH2:1]([O:8][N:9]1[C:15](=[O:16])[N:14]2[CH2:17][C@H:10]1[CH2:11][CH2:12][C@H:13]2[C:18]([O:20][C:21]([CH3:24])([CH3:23])[CH3:22])=[O:19])[CH:2]=[CH2:3]. The yield is 0.540. (3) The reactants are Br[C:2]1[CH:7]=[C:6]([F:8])[CH:5]=[C:4]([F:9])[CH:3]=1.[Mg].[O:11]=[C:12]1[CH2:16][CH2:15][O:14][CH2:13]1. The catalyst is O1CCCC1. The product is [F:9][C:4]1[CH:3]=[C:2]([C:12]2([OH:11])[CH2:16][CH2:15][O:14][CH2:13]2)[CH:7]=[C:6]([F:8])[CH:5]=1. The yield is 0.0970. (4) The reactants are [F:1][C:2]1[CH:7]=[CH:6][C:5]([C:8]#[C:9][Si](CC)(CC)CC)=[CH:4][C:3]=1[C@:17]1([CH2:28][F:29])[CH2:22][C@@H:21]([C:23]([F:26])([F:25])[F:24])[O:20][C:19]([NH2:27])=[N:18]1.[F-].C([N+](CCCC)(CCCC)CCCC)CCC. The catalyst is C1COCC1. The product is [C:8]([C:5]1[CH:6]=[CH:7][C:2]([F:1])=[C:3]([C@:17]2([CH2:28][F:29])[CH2:22][C@@H:21]([C:23]([F:24])([F:25])[F:26])[O:20][C:19]([NH2:27])=[N:18]2)[CH:4]=1)#[CH:9]. The yield is 0.960. (5) The reactants are Br[C:2]1[CH:7]=[C:6]([S:8]([CH3:11])(=[O:10])=[O:9])[CH:5]=[C:4]([O:12][CH2:13][C:14]2[CH:19]=[CH:18][C:17]([O:20][CH3:21])=[CH:16][CH:15]=2)[CH:3]=1.[CH3:22][N:23]1[CH:32]=[C:31](B2OC(C)(C)C(C)(C)O2)[C:30]2[C:25](=[CH:26][CH:27]=[CH:28][CH:29]=2)[C:24]1=[O:42].[O-]P([O-])([O-])=O.[K+].[K+].[K+]. The catalyst is O1CCOCC1.O.C1C=CC(P(C2C=CC=CC=2)[C-]2C=CC=C2)=CC=1.C1C=CC(P(C2C=CC=CC=2)[C-]2C=CC=C2)=CC=1.Cl[Pd]Cl.[Fe+2]. The product is [CH3:21][O:20][C:17]1[CH:18]=[CH:19][C:14]([CH2:13][O:12][C:4]2[CH:3]=[C:2]([C:31]3[C:30]4[C:25](=[CH:26][CH:27]=[CH:28][CH:29]=4)[C:24](=[O:42])[N:23]([CH3:22])[CH:32]=3)[CH:7]=[C:6]([S:8]([CH3:11])(=[O:10])=[O:9])[CH:5]=2)=[CH:15][CH:16]=1. The yield is 0.800.